This data is from Full USPTO retrosynthesis dataset with 1.9M reactions from patents (1976-2016). The task is: Predict the reactants needed to synthesize the given product. (1) Given the product [CH3:18][O:17][C@@H:5]([CH2:6][C:7]1[CH:8]=[CH:9][C:10]([O:13][CH2:14][CH2:15][O:32][C:28]2[CH:29]=[CH:30][CH:31]=[C:26]([N:20]3[CH2:25][CH2:24][O:23][CH2:22][CH2:21]3)[CH:27]=2)=[CH:11][CH:12]=1)[C:4]([OH:3])=[O:19], predict the reactants needed to synthesize it. The reactants are: C([O:3][C:4](=[O:19])[C@@H:5]([O:17][CH3:18])[CH2:6][C:7]1[CH:12]=[CH:11][C:10]([O:13][CH2:14][CH2:15]Br)=[CH:9][CH:8]=1)C.[N:20]1([C:26]2[CH:27]=[C:28]([OH:32])[CH:29]=[CH:30][CH:31]=2)[CH2:25][CH2:24][O:23][CH2:22][CH2:21]1.CO[C@@H](CC1C=CC(OCCCOC2C=CC=CC=2)=CC=1)C(O)=O. (2) Given the product [C:46]([C:50]1[CH:67]=[CH:66][C:53]([CH2:54][N:55]([CH2:56][CH2:57][C:58]2[CH:63]=[CH:62][CH:61]=[C:60]([Cl:64])[C:59]=2[F:65])[C:12]([C:9]2[C:10]([F:11])=[C:2]([F:1])[CH:3]=[C:4]3[C:8]=2[NH:7][CH:6]=[CH:5]3)=[O:14])=[CH:52][CH:51]=1)([CH3:49])([CH3:47])[CH3:48], predict the reactants needed to synthesize it. The reactants are: [F:1][C:2]1[CH:3]=[C:4]2[C:8](=[C:9]([C:12]([OH:14])=O)[C:10]=1[F:11])[NH:7][CH:6]=[CH:5]2.CN(C(ON1N=NC2C=CC=CC1=2)=[N+](C)C)C.[B-](F)(F)(F)F.C(N(CC)C(C)C)(C)C.[C:46]([C:50]1[CH:67]=[CH:66][C:53]([CH2:54][NH:55][CH2:56][CH2:57][C:58]2[CH:63]=[CH:62][CH:61]=[C:60]([Cl:64])[C:59]=2[F:65])=[CH:52][CH:51]=1)([CH3:49])([CH3:48])[CH3:47]. (3) Given the product [NH:11]1[CH:15]=[C:14]([C:16]2[CH:17]=[CH:18][C:19]3[N:20]([CH:22]=[C:23]([C:25]([NH:27][C:28]4[CH:33]=[CH:32][CH:31]=[CH:30][N:29]=4)=[O:26])[N:24]=3)[CH:21]=2)[N:13]=[CH:12]1, predict the reactants needed to synthesize it. The reactants are: C(O)C.C([N:11]1[CH:15]=[C:14]([C:16]2[CH:17]=[CH:18][C:19]3[N:20]([CH:22]=[C:23]([C:25]([NH:27][C:28]4[CH:33]=[CH:32][CH:31]=[CH:30][N:29]=4)=[O:26])[N:24]=3)[CH:21]=2)[N:13]=[CH:12]1)C1C=CC=CC=1.C1CCCCC=1. (4) Given the product [CH3:21][C:20]1[C:23]([C:24]#[N:25])=[CH:26][N:19]=[C:17]([NH:16][CH2:15][CH2:14][CH2:13][CH:10]2[CH2:9][CH2:8][N:7]([CH3:6])[CH2:12][CH2:11]2)[N:18]=1, predict the reactants needed to synthesize it. The reactants are: [O-]CC.[Na+].Cl.[CH3:6][N:7]1[CH2:12][CH2:11][CH:10]([CH2:13][CH2:14][CH2:15][NH:16][C:17]([NH2:19])=[NH:18])[CH2:9][CH2:8]1.[C:20]([C:23](=[CH:26]OCC)[C:24]#[N:25])(=O)[CH3:21]. (5) Given the product [O:60]=[S:57]1(=[O:61])[CH2:58][CH2:59][N:54]([CH2:53][CH2:52][NH:1][C@:2]23[CH2:39][CH2:38][C@@H:37]([C:40]([CH3:42])=[CH2:41])[C@@H:3]2[C@@H:4]2[C@@:17]([CH3:20])([CH2:18][CH2:19]3)[C@@:16]3([CH3:21])[C@@H:7]([C@:8]4([CH3:36])[C@@H:13]([CH2:14][CH2:15]3)[C:12]([CH3:22])([CH3:23])[C:11]([CH:24]=[C:25]3[CH2:30][CH2:29][CH:28]([C:31]([O:33][CH2:34][CH3:35])=[O:32])[CH2:27][CH2:26]3)=[CH:10][CH2:9]4)[CH2:6][CH2:5]2)[CH2:55][CH2:56]1, predict the reactants needed to synthesize it. The reactants are: [NH2:1][C@:2]12[CH2:39][CH2:38][C@@H:37]([C:40]([CH3:42])=[CH2:41])[C@@H:3]1[C@@H:4]1[C@@:17]([CH3:20])([CH2:18][CH2:19]2)[C@@:16]2([CH3:21])[C@@H:7]([C@:8]3([CH3:36])[C@@H:13]([CH2:14][CH2:15]2)[C:12]([CH3:23])([CH3:22])[C:11]([CH:24]=[C:25]2[CH2:30][CH2:29][CH:28]([C:31]([O:33][CH2:34][CH3:35])=[O:32])[CH2:27][CH2:26]2)=[CH:10][CH2:9]3)[CH2:6][CH2:5]1.P(=O)(O)(O)O.[K].[I-].[K+].Cl[CH2:52][CH2:53][N:54]1[CH2:59][CH2:58][S:57](=[O:61])(=[O:60])[CH2:56][CH2:55]1. (6) Given the product [CH2:1]([N:8]1[CH2:13][CH2:12][N:11]([C:27]([C@H:22]2[CH2:23][NH:24][CH2:25][CH2:26][N:21]2[C:14]([O:16][C:17]([CH3:20])([CH3:19])[CH3:18])=[O:15])=[O:28])[CH2:10][CH2:9]1)[C:2]1[CH:3]=[CH:4][CH:5]=[CH:6][CH:7]=1, predict the reactants needed to synthesize it. The reactants are: [CH2:1]([N:8]1[CH2:13][CH2:12][NH:11][CH2:10][CH2:9]1)[C:2]1[CH:7]=[CH:6][CH:5]=[CH:4][CH:3]=1.[C:14]([N:21]1[CH2:26][CH2:25][NH:24][CH2:23][C@@H:22]1[C:27](O)=[O:28])([O:16][C:17]([CH3:20])([CH3:19])[CH3:18])=[O:15].C(N(CC)CC)C.C1CN([P+](ON2N=NC3C=CC=CC2=3)(N2CCCC2)N2CCCC2)CC1.F[P-](F)(F)(F)(F)F. (7) Given the product [C:10]([O:14][C:15]([N:17]1[CH2:22][CH:21]([N:23]2[C:32]3[CH:31]=[CH:30][CH:29]=[C:28]([Cl:33])[C:27]=3[C:26]3=[N:34][O:35][C:36]([CH3:37])=[C:25]3[C:24]2=[O:38])[CH2:20][CH:19]([CH2:39][NH:40][C:1](=[O:8])[C:2]2[CH:7]=[CH:6][CH:5]=[CH:4][CH:3]=2)[CH2:18]1)=[O:16])([CH3:13])([CH3:12])[CH3:11], predict the reactants needed to synthesize it. The reactants are: [C:1](Cl)(=[O:8])[C:2]1[CH:7]=[CH:6][CH:5]=[CH:4][CH:3]=1.[C:10]([O:14][C:15]([N:17]1[CH2:22][CH:21]([N:23]2[C:32]3[CH:31]=[CH:30][CH:29]=[C:28]([Cl:33])[C:27]=3[C:26]3=[N:34][O:35][C:36]([CH3:37])=[C:25]3[C:24]2=[O:38])[CH2:20][CH:19]([CH2:39][NH2:40])[CH2:18]1)=[O:16])([CH3:13])([CH3:12])[CH3:11].CCN(CC)CC.C(Cl)(Cl)Cl. (8) Given the product [Br:1][C:2]1[CH:7]=[CH:6][C:5]([C:15]#[C:14][Si:16]([CH3:19])([CH3:18])[CH3:17])=[C:4]([O:9][CH3:10])[CH:3]=1, predict the reactants needed to synthesize it. The reactants are: [Br:1][C:2]1[CH:7]=[CH:6][C:5](I)=[C:4]([O:9][CH3:10])[CH:3]=1.C(#N)C.[C:14]([Si:16]([CH3:19])([CH3:18])[CH3:17])#[CH:15]. (9) The reactants are: [C:1]([O:5][C:6]([N:8]1[CH:13]2[CH2:14][CH2:15][CH:9]1[CH2:10][NH:11][CH2:12]2)=[O:7])([CH3:4])([CH3:3])[CH3:2].[NH2:16][C:17]1[CH:25]=[CH:24][C:20]([C:21](O)=[O:22])=[C:19]([CH3:26])[N:18]=1. Given the product [C:1]([O:5][C:6]([N:8]1[CH:9]2[CH2:15][CH2:14][CH:13]1[CH2:12][N:11]([C:21]([C:20]1[C:19]([CH3:26])=[N:18][C:17]([NH2:16])=[CH:25][CH:24]=1)=[O:22])[CH2:10]2)=[O:7])([CH3:4])([CH3:2])[CH3:3], predict the reactants needed to synthesize it. (10) Given the product [C:1]([O:5][C:6]([CH2:8][NH:9][CH2:10]/[CH:11]=[CH:12]/[C:13]([OH:15])=[O:14])=[O:7])([CH3:4])([CH3:2])[CH3:3], predict the reactants needed to synthesize it. The reactants are: [C:1]([O:5][C:6]([CH2:8][NH:9][CH2:10]/[CH:11]=[CH:12]/[C:13]([O:15]C)=[O:14])=[O:7])([CH3:4])([CH3:3])[CH3:2].[OH-].[K+].